The task is: Predict the reactants needed to synthesize the given product.. This data is from Full USPTO retrosynthesis dataset with 1.9M reactions from patents (1976-2016). Given the product [O:1]=[CH:2][C@@H:3]([C@H:5]([C@@H:7]([CH2:9][OH:10])[OH:8])[OH:6])[OH:4], predict the reactants needed to synthesize it. The reactants are: [O:1]=[CH:2][C@@H:3]([C@H:5]([C@@H:7]([C@@H:9](CO)[OH:10])[OH:8])[OH:6])[OH:4].